From a dataset of Reaction yield outcomes from USPTO patents with 853,638 reactions. Predict the reaction yield, written as a fraction of the theoretical maximum amount of product (1.0 means a 100% yield; for example, 0.34 means a 34% yield). (1) The reactants are [CH:1]1[C:13]2[NH:12][C:11]3[C:6](=[CH:7][CH:8]=[CH:9][CH:10]=3)[C:5]=2[CH:4]=[C:3]([C:14](OCC)=[O:15])[N:2]=1.[Li+].[BH4-].O. The catalyst is C1COCC1. The product is [OH:15][CH2:14][C:3]1[N:2]=[CH:1][C:13]2[NH:12][C:11]3[C:6]([C:5]=2[CH:4]=1)=[CH:7][CH:8]=[CH:9][CH:10]=3. The yield is 0.820. (2) The yield is 0.670. The catalyst is C(#N)C. The reactants are [Br:1][CH2:2][CH2:3][C:4]#[C:5][C:6]1[CH:11]=[CH:10][C:9]([CH2:12][CH2:13][CH2:14][CH3:15])=[CH:8][CH:7]=1.[N:16]1[CH:21]=[CH:20][C:19]([CH3:22])=[CH:18][CH:17]=1. The product is [Br-:1].[CH2:12]([C:9]1[CH:10]=[CH:11][C:6]([C:5]#[C:4][CH2:3][CH2:2][N+:16]2[CH:21]=[CH:20][C:19]([CH3:22])=[CH:18][CH:17]=2)=[CH:7][CH:8]=1)[CH2:13][CH2:14][CH3:15]. (3) The reactants are C([O:8][C@@H:9]1[C@@H:49]([O:50]CC2C=CC=CC=2)[C@H:48]([O:58][C@@H:59]2[O:88][C@H:87]([CH3:89])[C@@H:78]([O:79]CC3C=CC=CC=3)[C@H:69]([O:70]CC3C=CC=CC=3)[C@H:60]2[O:61]CC2C=CC=CC=2)[C@@H:47]([CH2:90][O:91]CC2C=CC=CC=2)[O:46][C@@H:10]1[O:11][C@@H:12]1[C@@H:19]2[C@@H:15]([N:16](C(OCC3C=CC=CC=3)=O)[O:17][CH2:18]2)[C@H:14]([O:30]CC2C=CC=CC=2)[C@@H:13]1[O:38]CC1C=CC=CC=1)C1C=CC=CC=1.C(OCC)(=O)C.Cl. The catalyst is CO.[OH-].[Pd+2].[OH-].[C]. The product is [C@@H:59]1([O:58][C@@H:48]2[C@@H:47]([CH2:90][OH:91])[O:46][C@H:10]([O:11][C@@H:12]3[C@@H:19]([CH2:18][OH:17])[C@@H:15]([NH2:16])[C@H:14]([OH:30])[C@H:13]3[OH:38])[C@H:9]([OH:8])[C@H:49]2[OH:50])[O:88][C@H:87]([CH3:89])[C@@H:78]([OH:79])[C@H:69]([OH:70])[C@H:60]1[OH:61]. The yield is 0.730. (4) The reactants are [OH:1][CH2:2][C@H:3]1[NH:7][C:6](=[O:8])[CH2:5][CH2:4]1.[C:9]([Si:13](Cl)([C:20]1[CH:25]=[CH:24][CH:23]=[CH:22][CH:21]=1)[C:14]1[CH:19]=[CH:18][CH:17]=[CH:16][CH:15]=1)([CH3:12])([CH3:11])[CH3:10].CCN(CC)CC.N1CCCC1=O. The catalyst is C(Cl)Cl.CN(C1C=CN=CC=1)C. The product is [Si:13]([O:1][CH2:2][C@H:3]1[NH:7][C:6](=[O:8])[CH2:5][CH2:4]1)([C:9]([CH3:12])([CH3:11])[CH3:10])([C:20]1[CH:21]=[CH:22][CH:23]=[CH:24][CH:25]=1)[C:14]1[CH:19]=[CH:18][CH:17]=[CH:16][CH:15]=1. The yield is 0.740.